From a dataset of Clinical trial toxicity outcomes and FDA approval status for drugs. Regression/Classification. Given a drug SMILES string, predict its toxicity properties. Task type varies by dataset: regression for continuous values (e.g., LD50, hERG inhibition percentage) or binary classification for toxic/non-toxic outcomes (e.g., AMES mutagenicity, cardiotoxicity, hepatotoxicity). Dataset: clintox. (1) The compound is C[C@@H]1O[C@@]2(CS1)C[NH+]1CCC2CC1. The result is 0 (passed clinical trial). (2) The compound is Cc1c(-c2ccccc2)oc2c(C(=O)OCC[NH+]3CCCCC3)cccc2c1=O. The result is 0 (passed clinical trial). (3) The drug is NC(=O)c1cnccn1. The result is 0 (passed clinical trial). (4) The compound is Nc1ccc(C(=O)Oc2ccccc2)c(O)c1. The result is 0 (passed clinical trial). (5) The molecule is O=S([O-])CNc1ccc(S(=O)(=O)c2ccc(NCS(=O)[O-])cc2)cc1. The result is 0 (passed clinical trial). (6) The compound is CCC[NH2+]C(C)C(=O)Nc1ccccc1C. The result is 0 (passed clinical trial). (7) The molecule is CN(C)/C=[NH+]/c1c(I)cc(I)c(CCC(=O)[O-])c1I. The result is 0 (passed clinical trial). (8) The drug is CCC(=O)OC(OP(=O)(CCCCc1ccccc1)CC(=O)N1C[C@H](C2CCCCC2)C[C@H]1C(=O)[O-])C(C)C. The result is 0 (passed clinical trial). (9) The drug is C[NH+]1CCCCC1CCN1c2ccccc2Sc2ccc(S(C)=O)cc21. The result is 0 (passed clinical trial). (10) The molecule is Nc1cccc2c1CN(C1CCC(=O)NC1=O)C2=O. The result is 1 (failed clinical trial for toxicity).